Task: Predict the reactants needed to synthesize the given product.. Dataset: Retrosynthesis with 50K atom-mapped reactions and 10 reaction types from USPTO (1) The reactants are: CC#CC(=O)O.N#Cc1cnc2ncc(N)cc2c1Nc1cccc(Br)c1. Given the product CC#CC(=O)Nc1cnc2ncc(C#N)c(Nc3cccc(Br)c3)c2c1, predict the reactants needed to synthesize it. (2) Given the product CCCCCCCCCCCCCCCCCCCCCCOc1ccc(CO)c(OCCCCCCCCCCCCCCCCCCCCCC)c1, predict the reactants needed to synthesize it. The reactants are: CCCCCCCCCCCCCCCCCCCCCCOc1ccc(C=O)c(OCCCCCCCCCCCCCCCCCCCCCC)c1. (3) Given the product CCCc1ccc(C2CC(=O)OC(=O)C2)cc1, predict the reactants needed to synthesize it. The reactants are: CCCc1ccc(C(CC(=O)O)CC(=O)O)cc1. (4) Given the product CN(C)C(=O)CCSC(c1cccc(CO[Si](c2ccccc2)(c2ccccc2)C(C)(C)C)c1)c1cccc(OCc2ccc3ccc(Cl)cc3n2)c1, predict the reactants needed to synthesize it. The reactants are: CC(C)(C)[Si](OCc1cccc(C(Cl)c2cccc(OCc3ccc4ccc(Cl)cc4n3)c2)c1)(c1ccccc1)c1ccccc1.CN(C)C(=O)CCS. (5) Given the product COC(=O)C(NC(=O)N(CCCNC(=O)OC(C)(C)C)CC(=O)O)c1ccccc1, predict the reactants needed to synthesize it. The reactants are: CC(C)(C)OC(=O)NCCCNCC(=O)O.COC(=O)C(N=C=O)c1ccccc1. (6) Given the product CC(C)(C)OC(=O)N1CCC[C@@H]1COc1cc(OCc2ccccc2)cc2ncnc(Nc3ccc(F)c(Cl)c3)c12, predict the reactants needed to synthesize it. The reactants are: CC(C)(C)OC(=O)N1CCC[C@@H]1COc1cc(OCc2ccccc2)cc2ncnc(Cl)c12.Nc1ccc(F)c(Cl)c1. (7) Given the product O=[N+]([O-])c1ccc2c(c1)C(O)CCC2, predict the reactants needed to synthesize it. The reactants are: O=C1CCCc2ccc([N+](=O)[O-])cc21.